This data is from Forward reaction prediction with 1.9M reactions from USPTO patents (1976-2016). The task is: Predict the product of the given reaction. (1) The product is: [Br:1][C:2]1[CH:3]=[CH:4][C:5]([CH2:8][C:9]([O:11][CH3:12])=[O:10])=[CH:6][CH:7]=1. Given the reactants [Br:1][C:2]1[CH:7]=[CH:6][C:5]([CH2:8][C:9]([OH:11])=[O:10])=[CH:4][CH:3]=1.[C:12](=O)([O-])[O-].[K+].[K+].CI.O, predict the reaction product. (2) Given the reactants [CH2:1]([O:3][CH:4]1[CH2:13][CH2:12][C:11]2[C:6](=[CH:7][C:8]([OH:14])=[CH:9][CH:10]=2)[O:5]1)[CH3:2].S(OC)(O[CH3:19])(=O)=O.[OH-].[Na+].O, predict the reaction product. The product is: [CH2:1]([O:3][CH:4]1[CH2:13][CH2:12][C:11]2[C:6](=[CH:7][C:8]([O:14][CH3:19])=[CH:9][CH:10]=2)[O:5]1)[CH3:2]. (3) Given the reactants [C:1]([O-:4])(=O)[CH3:2].[K+].B1(B2O[C:18]([CH3:21])(C)[C:17]([CH3:23])([CH3:22])O2)O[C:18](C)([CH3:21])[C:17]([CH3:23])([CH3:22])O1.ClCCl.Cl[C:28]1[N:32](C)[N:31]=[CH:30][C:29]=1[N+:34]([O-:36])=[O:35].[C:37](=O)([O-])[O-].[Na+].[Na+].C([O-])(=O)C.[K+], predict the reaction product. The product is: [CH3:30][N:31]1[C:23]([C:17]2=[CH:22][C:1](=[O:4])[CH2:2][CH2:37][CH2:21][CH2:18]2)=[C:29]([N+:34]([O-:36])=[O:35])[CH:28]=[N:32]1. (4) The product is: [Cl:1][C:2]1[CH:7]=[CH:6][C:5]([NH:8][C:9]2[C:14]([NH2:15])=[CH:13][CH:12]=[CH:11][N:10]=2)=[CH:4][CH:3]=1. Given the reactants [Cl:1][C:2]1[CH:7]=[CH:6][C:5]([NH:8][C:9]2[C:14]([N+:15]([O-])=O)=[CH:13][CH:12]=[CH:11][N:10]=2)=[CH:4][CH:3]=1, predict the reaction product.